Dataset: Full USPTO retrosynthesis dataset with 1.9M reactions from patents (1976-2016). Task: Predict the reactants needed to synthesize the given product. Given the product [N:1]1([C:6]2[CH:7]=[CH:8][C:9]([CH2:10][C:11]3[C:12]([CH:22]4[CH2:23][CH2:24]4)=[CH:13][C:14]([O:21][S:36]([C:39]([F:42])([F:41])[F:40])(=[O:38])=[O:37])=[C:15]([CH:20]=3)[C:16]([O:18][CH3:19])=[O:17])=[CH:25][CH:26]=2)[CH:5]=[CH:4][CH:3]=[N:2]1, predict the reactants needed to synthesize it. The reactants are: [N:1]1([C:6]2[CH:26]=[CH:25][C:9]([CH2:10][C:11]3[C:12]([CH:22]4[CH2:24][CH2:23]4)=[CH:13][C:14]([OH:21])=[C:15]([CH:20]=3)[C:16]([O:18][CH3:19])=[O:17])=[CH:8][CH:7]=2)[CH:5]=[CH:4][CH:3]=[N:2]1.[H-].[Na+].C1C=CC(N([S:36]([C:39]([F:42])([F:41])[F:40])(=[O:38])=[O:37])[S:36]([C:39]([F:42])([F:41])[F:40])(=[O:38])=[O:37])=CC=1.Cl.